The task is: Predict the reaction yield, written as a fraction of the theoretical maximum amount of product (1.0 means a 100% yield; for example, 0.34 means a 34% yield).. This data is from Reaction yield outcomes from USPTO patents with 853,638 reactions. (1) The reactants are Br[C:2]1[N:7]=[C:6]([CH:8]=[O:9])[CH:5]=[CH:4][CH:3]=1.[CH3:10][S:11]([N:14]1[CH2:19][CH2:18][NH:17][CH2:16][CH2:15]1)(=[O:13])=[O:12].C(=O)([O-])[O-].[K+].[K+].Cl. The catalyst is O.CN(C=O)C. The product is [CH3:10][S:11]([N:14]1[CH2:19][CH2:18][N:17]([C:2]2[N:7]=[C:6]([CH:8]=[O:9])[CH:5]=[CH:4][CH:3]=2)[CH2:16][CH2:15]1)(=[O:13])=[O:12]. The yield is 0.200. (2) The reactants are CO[C:3](=[O:23])[C:4]1[CH:9]=[C:8]([C:10]2[N:11]([CH:15]([CH3:17])[CH3:16])[N:12]=[CH:13][CH:14]=2)[C:7]([C:18]([F:21])([F:20])[F:19])=[CH:6][C:5]=1[NH2:22].CC[N:26]([CH2:29]C)CC.[CH3:31][S:32]([NH:35]N)(=[O:34])=[O:33].[OH-:37].[Na+]. The catalyst is C(Cl)Cl. The product is [F:20][C:18]([F:19])([F:21])[C:7]1[CH:6]=[C:5]2[C:4]([C:3](=[O:23])[N:26]([NH:35][S:32]([CH3:31])(=[O:34])=[O:33])[C:29](=[O:37])[NH:22]2)=[CH:9][C:8]=1[C:10]1[N:11]([CH:15]([CH3:16])[CH3:17])[N:12]=[CH:13][CH:14]=1. The yield is 0.420. (3) The reactants are [H-].[Na+].[CH2:3]([O:5][C:6]([C:8]1[S:24][C:11]2=[N:12][C:13]([O:16][CH2:17][C:18]3[CH:23]=[CH:22][CH:21]=[CH:20][CH:19]=3)=[CH:14][CH:15]=[C:10]2[C:9]=1[OH:25])=[O:7])[CH3:4].Br[CH2:27][C:28]([O:30][C:31]([CH3:34])([CH3:33])[CH3:32])=[O:29]. The catalyst is CN(C=O)C.O. The product is [CH2:3]([O:5][C:6]([C:8]1[S:24][C:11]2=[N:12][C:13]([O:16][CH2:17][C:18]3[CH:23]=[CH:22][CH:21]=[CH:20][CH:19]=3)=[CH:14][CH:15]=[C:10]2[C:9]=1[O:25][CH2:27][C:28]([O:30][C:31]([CH3:34])([CH3:33])[CH3:32])=[O:29])=[O:7])[CH3:4]. The yield is 0.380. (4) The reactants are Br[C:2]1[CH:3]=[C:4]([C:8]([O:10][CH3:11])=[O:9])[S:5][C:6]=1[Cl:7].[CH2:12]([N:14]1[C:18](B2OC(C)(C)C(C)(C)O2)=[C:17]([CH3:28])[CH:16]=[N:15]1)[CH3:13].C(=O)([O-])[O-].[Na+].[Na+]. The catalyst is C1COCC1.C1C=CC(P(C2C=CC=CC=2)[C-]2C=CC=C2)=CC=1.C1C=CC(P(C2C=CC=CC=2)[C-]2C=CC=C2)=CC=1.Cl[Pd]Cl.[Fe+2]. The product is [Cl:7][C:6]1[S:5][C:4]([C:8]([O:10][CH3:11])=[O:9])=[CH:3][C:2]=1[C:18]1[N:14]([CH2:12][CH3:13])[N:15]=[CH:16][C:17]=1[CH3:28]. The yield is 0.920. (5) The reactants are Br[C:2]1[CH:3]=[N:4][CH:5]=[C:6]([CH:24]=1)[C:7]([NH:9][CH2:10][CH:11]([OH:23])[CH2:12][N:13]1[CH2:22][CH2:21][C:20]2[C:15](=[CH:16][CH:17]=[CH:18][CH:19]=2)[CH2:14]1)=[O:8].[O:25]1[CH2:30][CH2:29][CH:28]([NH2:31])[CH2:27][CH2:26]1.CC([O-])(C)C.[Na+].C1C=CC(P(C2C(C3C(P(C4C=CC=CC=4)C4C=CC=CC=4)=CC=C4C=3C=CC=C4)=C3C(C=CC=C3)=CC=2)C2C=CC=CC=2)=CC=1. The catalyst is O1CCOCC1.C1C=CC(/C=C/C(/C=C/C2C=CC=CC=2)=O)=CC=1.C1C=CC(/C=C/C(/C=C/C2C=CC=CC=2)=O)=CC=1.C1C=CC(/C=C/C(/C=C/C2C=CC=CC=2)=O)=CC=1.[Pd].[Pd]. The product is [CH2:14]1[C:15]2[C:20](=[CH:19][CH:18]=[CH:17][CH:16]=2)[CH2:21][CH2:22][N:13]1[CH2:12][CH:11]([OH:23])[CH2:10][NH:9][C:7](=[O:8])[C:6]1[CH:24]=[C:2]([NH:31][CH:28]2[CH2:29][CH2:30][O:25][CH2:26][CH2:27]2)[CH:3]=[N:4][CH:5]=1. The yield is 0.240. (6) The reactants are [CH3:1][C:2]1([CH3:39])[C:5]([NH:6][C@@H:7]([CH2:13][C:14]2[CH:19]=[CH:18][C:17]([NH:20][C:21](=[O:30])[C:22]3[C:27]([Cl:28])=[CH:26][N:25]=[CH:24][C:23]=3[Cl:29])=[CH:16][CH:15]=2)[C:8]([O:10]CC)=[O:9])=[C:4]([S:31][C:32]2[N:36]([CH3:37])[N:35]=[N:34][N:33]=2)[C:3]1=[O:38].[OH-].[Li+]. No catalyst specified. The product is [CH3:1][C:2]1([CH3:39])[C:5]([NH:6][C@@H:7]([CH2:13][C:14]2[CH:19]=[CH:18][C:17]([NH:20][C:21](=[O:30])[C:22]3[C:23]([Cl:29])=[CH:24][N:25]=[CH:26][C:27]=3[Cl:28])=[CH:16][CH:15]=2)[C:8]([OH:10])=[O:9])=[C:4]([S:31][C:32]2[N:36]([CH3:37])[N:35]=[N:34][N:33]=2)[C:3]1=[O:38]. The yield is 0.850. (7) The reactants are FC(S(O[C:9]1[CH2:10][CH2:11][C:12]([C:20]2[CH:25]=[CH:24][CH:23]=[C:22]([F:26])[C:21]=2[CH3:27])([C:16]([O:18]C)=[O:17])[CH2:13][CH2:14][CH:15]=1)(=O)=O)(F)C.[CH:28]([O-])=O.[NH4+]. The catalyst is C(O)C.[Pd]. The product is [CH3:28][CH:13]1[CH2:14][CH2:15][CH2:9][CH2:10][CH2:11][C:12]1([C:20]1[CH:25]=[CH:24][CH:23]=[C:22]([F:26])[C:21]=1[CH3:27])[C:16]([OH:18])=[O:17]. The yield is 0.862.